From a dataset of Reaction yield outcomes from USPTO patents with 853,638 reactions. Predict the reaction yield, written as a fraction of the theoretical maximum amount of product (1.0 means a 100% yield; for example, 0.34 means a 34% yield). (1) The reactants are [Br:1][C:2]1[CH:7]=[CH:6][C:5]([C:8](=[O:13])[C:9]([F:12])([F:11])[F:10])=[CH:4][CH:3]=1.[BH4-].[Na+].C(Cl)Cl. The catalyst is C1COCC1. The product is [Br:1][C:2]1[CH:7]=[CH:6][C:5]([CH:8]([OH:13])[C:9]([F:11])([F:12])[F:10])=[CH:4][CH:3]=1. The yield is 0.920. (2) The reactants are [CH3:1][C:2]1[C:16](=[O:17])[N:15]=[C:14]2[N:4]([C@@H:5]3[O:9][C@H:8]([CH2:10][OH:11])[C@@H:7]([OH:12])[C@@H:6]3[O:13]2)[CH:3]=1.[CH3:18][O:19][CH2:20][CH2:21][O:22]B([O:22][CH2:21][CH2:20][O:19][CH3:18])[O:22][CH2:21][CH2:20][O:19][CH3:18]. The catalyst is COCCO. The product is [CH3:18][O:19][CH2:20][CH2:21][O:22][C@@H:6]1[C@H:7]([OH:12])[C@@H:8]([CH2:10][OH:11])[O:9][C@H:5]1[N:4]1[CH:3]=[C:2]([CH3:1])[C:16](=[O:17])[NH:15][C:14]1=[O:13]. The yield is 0.630. (3) The reactants are C(OC(N1CC[N:11]([C:14]2C(=O)N(CC(C)C)N=[C:18](C3C=CC(C)=C(F)C=3)[C:19]=2C)CC1)=O)(C)(C)C.[CH2:34]([N:38]1[C:43](=[O:44])[C:42]([CH2:45]OS(C)(=O)=O)=[CH:41][C:40]([C:51]2[CH:56]=[CH:55][C:54]([S:57][CH3:58])=[CH:53][CH:52]=2)=[N:39]1)[CH:35]([CH3:37])[CH3:36].C(N)C#C. No catalyst specified. The product is [CH2:34]([N:38]1[C:43](=[O:44])[C:42]([CH2:45][NH:11][CH2:14][C:19]#[CH:18])=[CH:41][C:40]([C:51]2[CH:56]=[CH:55][C:54]([S:57][CH3:58])=[CH:53][CH:52]=2)=[N:39]1)[CH:35]([CH3:37])[CH3:36]. The yield is 0.522. (4) The reactants are [NH2:1][C:2]1[CH:10]=[CH:9][C:8]([Cl:11])=[CH:7][C:3]=1[C:4]([OH:6])=O.N1[CH:16]=[CH:15]N=C1.C(Cl)(=O)C.Cl.[NH2:22][CH:23]1[CH2:28][CH2:27][C:26](=[O:29])[NH:25][C:24]1=[O:30].P(OC1C=CC=CC=1)(OC1C=CC=CC=1)OC1C=CC=CC=1. The catalyst is C(#N)C.O. The product is [Cl:11][C:8]1[CH:7]=[C:3]2[C:2](=[CH:10][CH:9]=1)[N:1]=[C:15]([CH3:16])[N:22]([CH:23]1[CH2:28][CH2:27][C:26](=[O:29])[NH:25][C:24]1=[O:30])[C:4]2=[O:6]. The yield is 0.800.